Dataset: Reaction yield outcomes from USPTO patents with 853,638 reactions. Task: Predict the reaction yield, written as a fraction of the theoretical maximum amount of product (1.0 means a 100% yield; for example, 0.34 means a 34% yield). (1) The reactants are Br[C:2]1[CH:7]=[CH:6][CH:5]=[CH:4][C:3]=1[NH:8][C:9]1[S:10]/[C:11](=[CH:15]\[C:16]2[CH:17]=[C:18]3[C:23](=[CH:24][CH:25]=2)[N:22]=[CH:21][CH:20]=[CH:19]3)/[C:12](=[O:14])[N:13]=1.[C:26]1(B(O)O)[CH:31]=[CH:30][CH:29]=[CH:28][CH:27]=1. The catalyst is O1CCOCC1.C1C=CC([P]([Pd]([P](C2C=CC=CC=2)(C2C=CC=CC=2)C2C=CC=CC=2)([P](C2C=CC=CC=2)(C2C=CC=CC=2)C2C=CC=CC=2)[P](C2C=CC=CC=2)(C2C=CC=CC=2)C2C=CC=CC=2)(C2C=CC=CC=2)C2C=CC=CC=2)=CC=1. The product is [C:2]1([C:26]2[CH:31]=[CH:30][CH:29]=[CH:28][CH:27]=2)[CH:7]=[CH:6][CH:5]=[CH:4][C:3]=1[NH:8][C:9]1[S:10]/[C:11](=[CH:15]\[C:16]2[CH:17]=[C:18]3[C:23](=[CH:24][CH:25]=2)[N:22]=[CH:21][CH:20]=[CH:19]3)/[C:12](=[O:14])[N:13]=1. The yield is 0.270. (2) The product is [CH2:21]([O:22][C:16](=[O:17])[CH2:12][C:13]([NH:9][CH2:8][CH2:7][CH2:6][S:5][C:1]([CH3:4])([CH3:3])[CH3:2])=[O:14])[CH3:20]. The reactants are [C:1]([S:5][CH2:6][CH2:7][CH2:8][NH2:9])([CH3:4])([CH3:3])[CH3:2].C([CH:12]([C:16](Cl)=[O:17])[C:13](Cl)=[O:14])C.O.[CH3:20][CH2:21][O:22]C(C)=O. The catalyst is C(Cl)Cl. The yield is 0.920. (3) The reactants are [O:1]=[C:2]1[CH2:6][CH2:5][CH2:4][N:3]1[CH2:7][C:8]([O:10]C)=O.[NH2:12][NH2:13]. The catalyst is C(O)C. The product is [NH2:12][NH:13][C:8](=[O:10])[CH2:7][N:3]1[CH2:4][CH2:5][CH2:6][C:2]1=[O:1]. The yield is 1.00. (4) The reactants are Cl[C:2]1[N:7]=[C:6]([C:8]([NH:10][CH:11]([C:13]2[CH:14]=[N:15][C:16]([O:19][CH2:20][C:21]([F:24])([F:23])[F:22])=[CH:17][CH:18]=2)[CH3:12])=[O:9])[CH:5]=[C:4]([CH3:25])[N:3]=1.[F:26][C:27]([F:31])([F:30])[CH2:28][NH2:29]. No catalyst specified. The product is [CH3:25][C:4]1[N:3]=[C:2]([NH:29][CH2:28][C:27]([F:31])([F:30])[F:26])[N:7]=[C:6]([C:8]([NH:10][CH:11]([C:13]2[CH:14]=[N:15][C:16]([O:19][CH2:20][C:21]([F:24])([F:23])[F:22])=[CH:17][CH:18]=2)[CH3:12])=[O:9])[CH:5]=1. The yield is 0.120. (5) The reactants are [C:1]([O:5][C:6](=[O:20])[C:7]([NH:11][CH2:12]C(OC(C)(C)C)=O)([CH3:10])[CH2:8][OH:9])([CH3:4])([CH3:3])[CH3:2].C1(C)C=CC(S(O)(=O)=O)=CC=1.C(OC(=O)C(NC(C1C=CC(OC)=CC=1)C1C=CC(OC)=CC=1)(C)CO)(C)(C)C.C([O-])([O-])=O.[Na+].[Na+]. No catalyst specified. The product is [C:1]([O:5][C:6](=[O:20])[C:7]([CH3:10])([NH:11][CH3:12])[CH2:8][OH:9])([CH3:4])([CH3:3])[CH3:2]. The yield is 0.690. (6) The reactants are [NH2:1][C:2]1[CH:7]=[C:6]([Br:8])[N:5]=[CH:4][C:3]=1/[CH:9]=[CH:10]/[C:11](=O)[CH3:12].C[S-].[Na+].IC. The catalyst is C(O)C. The product is [Br:8][C:6]1[CH:7]=[C:2]2[C:3]([CH:9]=[CH:10][C:11]([CH3:12])=[N:1]2)=[CH:4][N:5]=1. The yield is 0.890. (7) The reactants are CC(C)([O-])C.[K+].[Br:7][C:8]1[CH:9]=[CH:10][C:11](F)=[C:12]([C:14]([F:17])([F:16])[F:15])[CH:13]=1.[F:19][C:20]([F:26])([F:25])[C:21]([OH:24])([CH3:23])[CH3:22]. The catalyst is CN1C(=O)N(C)CC1. The product is [Br:7][C:8]1[CH:9]=[CH:10][C:11]([O:24][C:21]([CH3:23])([CH3:22])[C:20]([F:26])([F:25])[F:19])=[C:12]([C:14]([F:17])([F:16])[F:15])[CH:13]=1. The yield is 0.500. (8) The reactants are [C:1]1([C:7]2[CH:15]=[CH:14][CH:13]=[C:12]3[C:8]=2[C:9]2[CH:19]=[CH:18][CH:17]=[N:16][C:10]=2[NH:11]3)[CH:6]=[CH:5][CH:4]=[CH:3][CH:2]=1.[C:20]1(C)C=CC=C(B(O)O)C=1. No catalyst specified. The product is [C:5]1([CH3:20])[CH:4]=[CH:3][CH:2]=[C:1]([C:7]2[CH:15]=[CH:14][CH:13]=[C:12]3[C:8]=2[C:9]2[CH:19]=[CH:18][CH:17]=[N:16][C:10]=2[NH:11]3)[CH:6]=1. The yield is 0.180. (9) The reactants are [CH:1]([O:4][C:5]1[CH:6]=[C:7]([CH:26]=[C:27]([O:29][C:30]2[CH:35]=[CH:34][C:33]([S:36]([CH3:39])(=[O:38])=[O:37])=[CH:32][CH:31]=2)[CH:28]=1)[C:8]([NH:10][C:11]1[CH:16]=[N:15][C:14]([CH2:17][P:18](=[O:25])([O:22]CC)[O:19]CC)=[CH:13][N:12]=1)=[O:9])([CH3:3])[CH3:2].[Br:40][Si](C)(C)C. The catalyst is C(Cl)Cl. The product is [BrH:40].[CH:1]([O:4][C:5]1[CH:6]=[C:7]([CH:26]=[C:27]([O:29][C:30]2[CH:35]=[CH:34][C:33]([S:36]([CH3:39])(=[O:38])=[O:37])=[CH:32][CH:31]=2)[CH:28]=1)[C:8]([NH:10][C:11]1[N:12]=[CH:13][C:14]([CH2:17][P:18](=[O:19])([OH:22])[OH:25])=[N:15][CH:16]=1)=[O:9])([CH3:3])[CH3:2]. The yield is 0.760.